From a dataset of Full USPTO retrosynthesis dataset with 1.9M reactions from patents (1976-2016). Predict the reactants needed to synthesize the given product. (1) Given the product [C:1]([O:69][CH2:67][C@H:52]1[CH2:53][NH:54][CH2:55][CH2:56][N:51]1[C:49]([C:47]1[N:46]=[C:45]([C:71]2[CH:76]=[CH:75][C:74]([CH3:77])=[CH:73][CH:72]=2)[N:44]([C:40]2[CH:41]=[CH:42][CH:43]=[C:38]([O:37][CH2:35][CH3:36])[CH:39]=2)[CH:48]=1)=[O:50])(=[O:3])[CH3:2], predict the reactants needed to synthesize it. The reactants are: [CH2:1]([O:3]C1C=C(N2C=C(C(C3C(CO)NCCN3C([O-])=O)=O)N=C2C2C=CC(C)=CC=2)C=CC=1)[CH3:2].[CH2:35]([O:37][C:38]1[CH:39]=[C:40]([N:44]2[CH:48]=[C:47]([C:49]([N:51]3[CH2:56][CH2:55][N:54](C(OCC4C=CC=CC=4)=O)[CH2:53][C@@H:52]3[C:67]([O:69]C)=O)=[O:50])[N:46]=[C:45]2[C:71]2[CH:76]=[CH:75][C:74]([CH3:77])=[CH:73][CH:72]=2)[CH:41]=[CH:42][CH:43]=1)[CH3:36].[BH4-].[Li+]. (2) Given the product [Br:1][C:2]1[CH:3]=[C:4]([CH:7]=[CH:8][CH:9]=1)[CH2:5][NH:6][C:22](=[O:23])[CH2:21][O:20][CH2:19][C:18]([NH:17][C:14]1[CH:15]=[CH:16][C:11]([Cl:10])=[CH:12][C:13]=1[C:26]([OH:28])=[O:27])=[O:25], predict the reactants needed to synthesize it. The reactants are: [Br:1][C:2]1[CH:3]=[C:4]([CH:7]=[CH:8][CH:9]=1)[CH2:5][NH2:6].[Cl:10][C:11]1[CH:16]=[CH:15][C:14]([NH:17][C:18](=[O:25])[CH2:19][O:20][CH2:21][C:22](O)=[O:23])=[C:13]([C:26]([O:28]C)=[O:27])[CH:12]=1.